From a dataset of NCI-60 drug combinations with 297,098 pairs across 59 cell lines. Regression. Given two drug SMILES strings and cell line genomic features, predict the synergy score measuring deviation from expected non-interaction effect. (1) Drug 1: COC1=C(C=C2C(=C1)N=CN=C2NC3=CC(=C(C=C3)F)Cl)OCCCN4CCOCC4. Drug 2: C1=CC(=CC=C1C#N)C(C2=CC=C(C=C2)C#N)N3C=NC=N3. Cell line: SW-620. Synergy scores: CSS=4.00, Synergy_ZIP=-0.495, Synergy_Bliss=-1.46, Synergy_Loewe=-2.33, Synergy_HSA=-1.88. (2) Drug 1: C1CC(=O)NC(=O)C1N2CC3=C(C2=O)C=CC=C3N. Drug 2: COC1=C2C(=CC3=C1OC=C3)C=CC(=O)O2. Cell line: SN12C. Synergy scores: CSS=2.04, Synergy_ZIP=2.99, Synergy_Bliss=-0.272, Synergy_Loewe=-2.86, Synergy_HSA=-2.86. (3) Drug 1: C1CC(=O)NC(=O)C1N2C(=O)C3=CC=CC=C3C2=O. Drug 2: CC(C)NC(=O)C1=CC=C(C=C1)CNNC.Cl. Cell line: SK-OV-3. Synergy scores: CSS=2.52, Synergy_ZIP=-2.00, Synergy_Bliss=-2.23, Synergy_Loewe=-2.01, Synergy_HSA=-1.40. (4) Drug 1: CN(C)N=NC1=C(NC=N1)C(=O)N. Drug 2: CC1=C(C(CCC1)(C)C)C=CC(=CC=CC(=CC(=O)O)C)C. Cell line: NCIH23. Synergy scores: CSS=-1.26, Synergy_ZIP=-0.000465, Synergy_Bliss=-0.197, Synergy_Loewe=-3.08, Synergy_HSA=-2.54. (5) Drug 1: C1=C(C(=O)NC(=O)N1)N(CCCl)CCCl. Drug 2: C1=CC=C(C(=C1)C(C2=CC=C(C=C2)Cl)C(Cl)Cl)Cl. Cell line: SN12C. Synergy scores: CSS=41.8, Synergy_ZIP=0.294, Synergy_Bliss=0.606, Synergy_Loewe=-3.10, Synergy_HSA=1.27. (6) Drug 1: CC12CCC(CC1=CCC3C2CCC4(C3CC=C4C5=CN=CC=C5)C)O. Drug 2: CC1=CC2C(CCC3(C2CCC3(C(=O)C)OC(=O)C)C)C4(C1=CC(=O)CC4)C. Cell line: NCI-H460. Synergy scores: CSS=3.79, Synergy_ZIP=0.916, Synergy_Bliss=1.83, Synergy_Loewe=-0.416, Synergy_HSA=0.407.